Dataset: Catalyst prediction with 721,799 reactions and 888 catalyst types from USPTO. Task: Predict which catalyst facilitates the given reaction. The catalyst class is: 49. Reactant: [Cl:1][C:2]1[CH:7]=[CH:6][C:5]([N:8]2[C:12]([NH2:13])=[CH:11][C:10]([CH3:14])=[N:9]2)=[CH:4][CH:3]=1.N1C=CC=CC=1.Cl[C:22]([O:24][C:25]1[CH:30]=[CH:29][CH:28]=[CH:27][CH:26]=1)=[O:23]. Product: [Cl:1][C:2]1[CH:3]=[CH:4][C:5]([N:8]2[C:12]([NH:13][C:22](=[O:23])[O:24][C:25]3[CH:30]=[CH:29][CH:28]=[CH:27][CH:26]=3)=[CH:11][C:10]([CH3:14])=[N:9]2)=[CH:6][CH:7]=1.